Predict which catalyst facilitates the given reaction. From a dataset of Catalyst prediction with 721,799 reactions and 888 catalyst types from USPTO. (1) Reactant: [F:1][C:2]1[CH:3]=[C:4]([C@:13]2([NH:23][S@@](C(C)(C)C)=O)[C:22]3[C:17](=[N:18][CH:19]=[CH:20][N:21]=3)[O:16][CH2:15][CH2:14]2)[CH:5]=[CH:6][C:7]=1[O:8][C:9]([F:12])([F:11])[F:10].[ClH:30].O1CCOCC1. Product: [ClH:30].[F:1][C:2]1[CH:3]=[C:4]([C@:13]2([NH2:23])[C:22]3[C:17](=[N:18][CH:19]=[CH:20][N:21]=3)[O:16][CH2:15][CH2:14]2)[CH:5]=[CH:6][C:7]=1[O:8][C:9]([F:11])([F:10])[F:12]. The catalyst class is: 2. (2) Reactant: [CH:1]1([N:4]([CH2:12][C:13]2[CH:18]=[C:17]([CH:19]=[O:20])[CH:16]=[C:15]([Cl:21])[C:14]=2[Cl:22])[C:5](=[O:11])[O:6][C:7]([CH3:10])([CH3:9])[CH3:8])[CH2:3][CH2:2]1.[BH4-].[Na+]. Product: [CH:1]1([N:4]([CH2:12][C:13]2[CH:18]=[C:17]([CH2:19][OH:20])[CH:16]=[C:15]([Cl:21])[C:14]=2[Cl:22])[C:5](=[O:11])[O:6][C:7]([CH3:9])([CH3:10])[CH3:8])[CH2:3][CH2:2]1. The catalyst class is: 5. (3) Reactant: [C:1]([C:5]1[CH:11]=[CH:10][C:8]([NH2:9])=[C:7]([CH3:12])[CH:6]=1)([CH3:4])([CH3:3])[CH3:2].C(N(CC)CC)C.[Br:20][CH2:21][C:22](Br)=[O:23].C(OCC)(=O)C. Product: [Br:20][CH2:21][C:22]([NH:9][C:8]1[CH:10]=[CH:11][C:5]([C:1]([CH3:4])([CH3:3])[CH3:2])=[CH:6][C:7]=1[CH3:12])=[O:23]. The catalyst class is: 4. (4) The catalyst class is: 29. Reactant: [N+:1]([C:4]1[CH:9]=[CH:8][CH:7]=[CH:6][C:5]=1[N:10]1[CH2:15][CH2:14][CH:13]([C:16]([N:18]2[C:24]3[CH:25]=[CH:26][CH:27]=[CH:28][C:23]=3[CH2:22][N:21]3[CH:29]=[CH:30][CH:31]=[C:20]3[CH2:19]2)=[O:17])[CH2:12][CH2:11]1)([O-])=O.CN(C=O)C. Product: [NH2:1][C:4]1[CH:9]=[CH:8][CH:7]=[CH:6][C:5]=1[N:10]1[CH2:15][CH2:14][CH:13]([C:16]([N:18]2[C:24]3[CH:25]=[CH:26][CH:27]=[CH:28][C:23]=3[CH2:22][N:21]3[CH:29]=[CH:30][CH:31]=[C:20]3[CH2:19]2)=[O:17])[CH2:12][CH2:11]1. (5) Reactant: [C:1]([C:3]1[CH:4]=[C:5]([S:17]([NH:20][C:21]2[S:22][CH:23]=[CH:24][N:25]=2)(=[O:19])=[O:18])[CH:6]=[CH:7][C:8]=1[O:9][C:10]1[CH:11]=[N:12][C:13](F)=[CH:14][CH:15]=1)#[N:2].[CH3:26][NH:27][CH3:28]. Product: [C:1]([C:3]1[CH:4]=[C:5]([S:17]([NH:20][C:21]2[S:22][CH:23]=[CH:24][N:25]=2)(=[O:19])=[O:18])[CH:6]=[CH:7][C:8]=1[O:9][C:10]1[CH:11]=[N:12][C:13]([N:27]([CH3:28])[CH3:26])=[CH:14][CH:15]=1)#[N:2]. The catalyst class is: 3. (6) Reactant: C[Si](C)(C)[O:3][C:4]([CH:6]1[CH2:11][CH2:10][N:9]([C:12]([O:14][C:15]([CH3:18])([CH3:17])[CH3:16])=[O:13])[CH2:8][CH2:7]1)=[CH2:5].C(=O)(O)[O-].[Na+].C1C(=O)N([Br:33])C(=O)C1.[Na]. Product: [Br:33][CH2:3][C:4]([CH:6]1[CH2:11][CH2:10][N:9]([C:12]([O:14][C:15]([CH3:18])([CH3:17])[CH3:16])=[O:13])[CH2:8][CH2:7]1)=[O:5]. The catalyst class is: 1. (7) Reactant: [NH2:1][C:2]1[N:7]=[CH:6][C:5]([C:8]2[CH:9]=[N:10][N:11]([C@@H:13]3[CH2:17][NH:16][C@H:15]([C:18]([OH:20])=O)[CH2:14]3)[CH:12]=2)=[CH:4][C:3]=1[C:21]1[S:22][C:23]2[CH:29]=[CH:28][CH:27]=[CH:26][C:24]=2[N:25]=1.Cl.[CH3:31][NH:32][CH3:33].CCN(C(C)C)C(C)C.CN(C(ON1N=NC2C=CC=CC1=2)=[N+](C)C)C.[B-](F)(F)(F)F. Product: [CH3:31][N:32]([CH3:33])[C:18]([C@@H:15]1[CH2:14][C@H:13]([N:11]2[CH:12]=[C:8]([C:5]3[CH:6]=[N:7][C:2]([NH2:1])=[C:3]([C:21]4[S:22][C:23]5[CH:29]=[CH:28][CH:27]=[CH:26][C:24]=5[N:25]=4)[CH:4]=3)[CH:9]=[N:10]2)[CH2:17][NH:16]1)=[O:20]. The catalyst class is: 3. (8) Reactant: [C:1]([O:5][C:6]([N:8]1[CH:14]2[CH2:15][CH2:16][CH:9]1[CH2:10][N:11]([C:18]1[CH:19]=[N:20][C:21]([NH2:24])=[CH:22][CH:23]=1)[C:12](=[O:17])[CH2:13]2)=[O:7])([CH3:4])([CH3:3])[CH3:2].Cl[C:26]1[N:27]=[CH:28][C:29]2[CH:34]=[C:33]([C:35]([N:37]([CH3:39])[CH3:38])=[O:36])[N:32]([CH:40]3[CH2:44][CH2:43][CH2:42][CH2:41]3)[C:30]=2[N:31]=1. Product: [C:1]([O:5][C:6]([N:8]1[CH:14]2[CH2:15][CH2:16][CH:9]1[CH2:10][N:11]([C:18]1[CH:19]=[N:20][C:21]([NH:24][C:26]3[N:27]=[CH:28][C:29]4[CH:34]=[C:33]([C:35](=[O:36])[N:37]([CH3:38])[CH3:39])[N:32]([CH:40]5[CH2:44][CH2:43][CH2:42][CH2:41]5)[C:30]=4[N:31]=3)=[CH:22][CH:23]=1)[C:12](=[O:17])[CH2:13]2)=[O:7])([CH3:4])([CH3:2])[CH3:3]. The catalyst class is: 125.